Dataset: Forward reaction prediction with 1.9M reactions from USPTO patents (1976-2016). Task: Predict the product of the given reaction. (1) Given the reactants [Br:1][C:2]1[CH:3]=[C:4]2[C:8](=[CH:9][CH:10]=1)[NH:7][N:6]=[C:5]2[C:11]([O:13][CH3:14])=[O:12].C1(C)C=CC(S([O-])(=O)=O)=CC=1.[NH+]1C=CC=CC=1.[O:32]1[CH:37]=[CH:36][CH2:35][CH2:34][CH2:33]1, predict the reaction product. The product is: [Br:1][C:2]1[CH:3]=[C:4]2[C:8](=[CH:9][CH:10]=1)[N:7]([CH:33]1[CH2:34][CH2:35][CH2:36][CH2:37][O:32]1)[N:6]=[C:5]2[C:11]([O:13][CH3:14])=[O:12]. (2) Given the reactants C([O:4][C:5]1[CH:10]=[C:9]([F:11])[C:8]([F:12])=[CH:7][C:6]=1[C:13](Cl)=[O:14])(=O)C.[NH2:16][C:17]1[CH:26]=[CH:25][C:20]([C:21]([O:23][CH3:24])=[O:22])=[CH:19][CH:18]=1, predict the reaction product. The product is: [F:11][C:9]1[C:8]([F:12])=[CH:7][C:6]([C:13]([NH:16][C:17]2[CH:18]=[CH:19][C:20]([C:21]([O:23][CH3:24])=[O:22])=[CH:25][CH:26]=2)=[O:14])=[C:5]([OH:4])[CH:10]=1.